This data is from Catalyst prediction with 721,799 reactions and 888 catalyst types from USPTO. The task is: Predict which catalyst facilitates the given reaction. (1) Reactant: CCN=C=NCCCN(C)C.C1C=CC2N(O)N=NC=2C=1.[Br:22][C:23]1[CH:28]=[N:27][CH:26]=[C:25]2[N:29]([CH2:35][C:36]3[CH:41]=[CH:40][C:39]([I:42])=[CH:38][C:37]=3[F:43])[C:30]([C:32]([O-])=[O:33])=[CH:31][C:24]=12.[Na+].[CH3:45][C:46]1([CH3:54])[O:50][C@@H:49]([CH2:51][O:52][NH2:53])[CH2:48][O:47]1.CCN(C(C)C)C(C)C. Product: [CH3:45][C:46]1([CH3:54])[O:50][C@@H:49]([CH2:51][O:52][NH:53][C:32]([C:30]2[N:29]([CH2:35][C:36]3[CH:41]=[CH:40][C:39]([I:42])=[CH:38][C:37]=3[F:43])[C:25]3=[CH:26][N:27]=[CH:28][C:23]([Br:22])=[C:24]3[CH:31]=2)=[O:33])[CH2:48][O:47]1. The catalyst class is: 56. (2) Product: [CH2:33]([N:38]([CH2:37][CH2:36][CH3:35])[C:5]([C:4]1[CH:8]=[C:9]([CH:10]=[C:2]([I:1])[CH:3]=1)[C:11]([O:13][CH3:14])=[O:12])=[O:7])[CH3:34]. Reactant: [I:1][C:2]1[CH:3]=[C:4]([CH:8]=[C:9]([C:11]([O:13][CH3:14])=[O:12])[CH:10]=1)[C:5]([OH:7])=O.C(N(C(C)C)CC)(C)C.CN(C(ON1N=N[C:34]2[CH:35]=[CH:36][CH:37]=[N:38][C:33]1=2)=[N+](C)C)C.F[P-](F)(F)(F)(F)F.C(NCCC)C. The catalyst class is: 3. (3) Reactant: [NH2:1][C:2]1[S:3][C:4]([C:7]([O:9][CH2:10][CH3:11])=[O:8])=[CH:5][N:6]=1.[C:12](O[C:12]([O:14][C:15]([CH3:18])([CH3:17])[CH3:16])=[O:13])([O:14][C:15]([CH3:18])([CH3:17])[CH3:16])=[O:13]. Product: [CH2:10]([O:9][C:7]([C:4]1[S:3][C:2]([NH:1][C:12]([O:14][C:15]([CH3:18])([CH3:17])[CH3:16])=[O:13])=[N:6][CH:5]=1)=[O:8])[CH3:11]. The catalyst class is: 630. (4) Reactant: [Cl:1][C:2]1[C:3]([CH2:12][O:13][CH:14]2[CH2:19][CH2:18][CH2:17][CH2:16][CH2:15]2)=[CH:4][C:5]([F:11])=[C:6]([CH:10]=1)[C:7]([OH:9])=O.C(N1C=CN=C1)(N1C=CN=C1)=O.[N:32]1([S:36]([NH2:39])(=[O:38])=[O:37])[CH2:35][CH2:34][CH2:33]1.N12CCCN=C1CCCCC2. Product: [N:32]1([S:36]([NH:39][C:7](=[O:9])[C:6]2[CH:10]=[C:2]([Cl:1])[C:3]([CH2:12][O:13][CH:14]3[CH2:19][CH2:18][CH2:17][CH2:16][CH2:15]3)=[CH:4][C:5]=2[F:11])(=[O:38])=[O:37])[CH2:35][CH2:34][CH2:33]1. The catalyst class is: 54. (5) Reactant: [OH:1][CH2:2][C:3]([O:5][CH2:6][CH3:7])=[O:4].[H-].[Na+].CC1C=CC(S(O[CH2:21][CH2:22][CH2:23][C:24]2[C:32]3[C:27](=[C:28]([C:33]4[N:37]=[C:36]([C:38]5[CH:43]=[CH:42][C:41]([O:44][CH:45]([CH3:47])[CH3:46])=[C:40]([Cl:48])[CH:39]=5)[O:35][N:34]=4)[CH:29]=[CH:30][CH:31]=3)[N:26]([CH3:49])[CH:25]=2)(=O)=O)=CC=1. Product: [Cl:48][C:40]1[CH:39]=[C:38]([C:36]2[O:35][N:34]=[C:33]([C:28]3[CH:29]=[CH:30][CH:31]=[C:32]4[C:27]=3[N:26]([CH3:49])[CH:25]=[C:24]4[CH2:23][CH2:22][CH2:21][O:1][CH2:2][C:3]([O:5][CH2:6][CH3:7])=[O:4])[N:37]=2)[CH:43]=[CH:42][C:41]=1[O:44][CH:45]([CH3:46])[CH3:47]. The catalyst class is: 3. (6) Reactant: [CH2:1]([NH:8][C:9]([N:11]1[CH:16]2[C@H:17]([CH3:41])[N:18]([CH2:30][C:31]3[CH:32]=[CH:33][CH:34]=[C:35]4[C:40]=3[N:39]=[CH:38][CH:37]=[CH:36]4)[C:19](=[O:29])[C@H:20]([CH2:21][C:22]3[CH:27]=[CH:26][C:25]([OH:28])=[CH:24][CH:23]=3)[N:15]2[C:14](=[O:42])[CH2:13][N:12]1[CH3:43])=[O:10])[C:2]1[CH:7]=[CH:6][CH:5]=[CH:4][CH:3]=1.C1COCC1.[C:49](Cl)(=[O:54])[CH2:50][CH2:51][CH2:52][CH3:53].C(N(CC)CC)C. Product: [C:49]([O:28][C:25]1[CH:24]=[CH:23][C:22]([CH2:21][C@@H:20]2[N:15]3[CH:16]([N:11]([C:9](=[O:10])[NH:8][CH2:1][C:2]4[CH:3]=[CH:4][CH:5]=[CH:6][CH:7]=4)[N:12]([CH3:43])[CH2:13][C:14]3=[O:42])[C@H:17]([CH3:41])[N:18]([CH2:30][C:31]3[CH:32]=[CH:33][CH:34]=[C:35]4[C:40]=3[N:39]=[CH:38][CH:37]=[CH:36]4)[C:19]2=[O:29])=[CH:27][CH:26]=1)(=[O:54])[CH2:50][CH2:51][CH2:52][CH3:53]. The catalyst class is: 13. (7) Reactant: [CH3:1][C:2]1[CH:10]=[CH:9][CH:8]=[C:7]2[C:3]=1[CH2:4][C:5](=[O:11])[NH:6]2.[NH:12]1[C:20]2[C:15](=[CH:16][CH:17]=[CH:18][CH:19]=2)[CH:14]=[C:13]1[CH:21]=O.N1CCCCC1. Product: [NH:12]1[C:20]2[C:15](=[CH:16][CH:17]=[CH:18][CH:19]=2)[CH:14]=[C:13]1[CH:21]=[C:4]1[C:3]2[C:7](=[CH:8][CH:9]=[CH:10][C:2]=2[CH3:1])[NH:6][C:5]1=[O:11]. The catalyst class is: 8. (8) Reactant: [Na+].[CH:2]1([C:5]2[O:9][C:8]([NH:10][C:11]3[CH:16]=[CH:15][C:14]([C:17]4[CH:22]=[CH:21][C:20]([C:23]56[CH2:30][CH2:29][C:26]([CH2:31][C:32]([O-:34])=[O:33])([CH2:27][CH2:28]5)[O:25][CH2:24]6)=[CH:19][CH:18]=4)=[CH:13][CH:12]=3)=[N:7][N:6]=2)[CH2:4][CH2:3]1.Cl. Product: [CH:2]1([C:5]2[O:9][C:8]([NH:10][C:11]3[CH:12]=[CH:13][C:14]([C:17]4[CH:22]=[CH:21][C:20]([C:23]56[CH2:30][CH2:29][C:26]([CH2:31][C:32]([OH:34])=[O:33])([CH2:27][CH2:28]5)[O:25][CH2:24]6)=[CH:19][CH:18]=4)=[CH:15][CH:16]=3)=[N:7][N:6]=2)[CH2:3][CH2:4]1. The catalyst class is: 6. (9) Product: [CH:1]1([NH:7][C:8]2[CH:17]=[C:16]3[C:11]([C:12](=[O:25])[C:13](/[CH:23]=[CH:37]/[C:36]([O:35][CH2:33][CH3:34])=[O:46])=[CH:14][N:15]3[CH:18]3[CH2:19][CH2:20][CH2:21][CH2:22]3)=[CH:10][C:9]=2[F:26])[CH2:6][CH2:5][CH2:4][CH2:3][CH2:2]1. The catalyst class is: 3. Reactant: [CH:1]1([NH:7][C:8]2[CH:17]=[C:16]3[C:11]([C:12](=[O:25])[C:13]([CH:23]=O)=[CH:14][N:15]3[CH:18]3[CH2:22][CH2:21][CH2:20][CH2:19]3)=[CH:10][C:9]=2[F:26])[CH2:6][CH2:5][CH2:4][CH2:3][CH2:2]1.C(=O)([O-])[O-].[K+].[K+].[CH2:33]([O:35][C:36](=[O:46])[CH2:37]P(OCC)(OCC)=O)[CH3:34].O. (10) Reactant: [H-].[Al+3].[Li+].[H-].[H-].[H-].[CH2:7]([N:14]1[CH2:19][CH2:18][O:17][C:16]([C:25](OCC)=[O:26])([C:20](OCC)=[O:21])[C:15]1=O)[C:8]1[CH:13]=[CH:12][CH:11]=[CH:10][CH:9]=1.O.[OH-].[Na+]. Product: [CH2:7]([N:14]1[CH2:19][CH2:18][O:17][C:16]([CH2:20][OH:21])([CH2:25][OH:26])[CH2:15]1)[C:8]1[CH:9]=[CH:10][CH:11]=[CH:12][CH:13]=1. The catalyst class is: 1.